Dataset: Forward reaction prediction with 1.9M reactions from USPTO patents (1976-2016). Task: Predict the product of the given reaction. (1) Given the reactants C(OC([NH:8][O:9][CH2:10][CH2:11][CH2:12][CH2:13][CH2:14][CH2:15][CH2:16][CH2:17][CH2:18][CH2:19][CH2:20][CH2:21][CH2:22][CH2:23][CH2:24][C:25]([OH:27])=[O:26])=O)(C)(C)C.C(OCC)C, predict the reaction product. The product is: [NH2:8][O:9][CH2:10][CH2:11][CH2:12][CH2:13][CH2:14][CH2:15][CH2:16][CH2:17][CH2:18][CH2:19][CH2:20][CH2:21][CH2:22][CH2:23][CH2:24][C:25]([OH:27])=[O:26]. (2) Given the reactants [CH3:1][NH:2][C@H:3]1[CH2:8][CH2:7][C@H:6]([OH:9])[CH2:5][CH2:4]1.[Br:10][C:11]1[CH:16]=[CH:15][C:14]([S:17](Cl)(=[O:19])=[O:18])=[CH:13][CH:12]=1, predict the reaction product. The product is: [Br:10][C:11]1[CH:16]=[CH:15][C:14]([S:17]([N:2]([C@H:3]2[CH2:8][CH2:7][C@H:6]([OH:9])[CH2:5][CH2:4]2)[CH3:1])(=[O:19])=[O:18])=[CH:13][CH:12]=1. (3) Given the reactants Cl[C:2]1[C:3]([CH:5]=[C:6]([NH:10][C:11]2[C:20]3[C:15](=[CH:16][C:17]([O:23][CH2:24][CH2:25][O:26][CH3:27])=[C:18]([O:21][CH3:22])[CH:19]=3)[N:14]=[CH:13][N:12]=2)[C:7](=[O:9])[CH:8]=1)=[O:4].[NH:28]1[CH2:31][CH:30]([C:32]([OH:34])=[O:33])[CH2:29]1, predict the reaction product. The product is: [CH3:22][O:21][C:18]1[CH:19]=[C:20]2[C:15](=[CH:16][C:17]=1[O:23][CH2:24][CH2:25][O:26][CH3:27])[N:14]=[CH:13][N:12]=[C:11]2[NH:10][C:6]1[C:7](=[O:9])[CH:8]=[C:2]([N:28]2[CH2:31][CH:30]([C:32]([OH:34])=[O:33])[CH2:29]2)[C:3](=[O:4])[CH:5]=1.